Task: Predict the reactants needed to synthesize the given product.. Dataset: Full USPTO retrosynthesis dataset with 1.9M reactions from patents (1976-2016) (1) Given the product [C:13]([O:17][C:18]([N:20]1[CH2:25][CH2:24][CH2:23][C@H:22]([C:26]([C:27]2[CH:28]=[CH:6][CH:7]=[CH:2][N:3]=2)=[O:31])[CH2:21]1)=[O:19])([CH3:14])([CH3:15])[CH3:16], predict the reactants needed to synthesize it. The reactants are: Br[C:2]1[CH:7]=[CH:6]C=C[N:3]=1.C([Li])CCC.[C:13]([O:17][C:18]([N:20]1[CH2:25][CH2:24][CH2:23][C@H:22]([C:26](=[O:31])[CH:27](OC)[CH3:28])[CH2:21]1)=[O:19])([CH3:16])([CH3:15])[CH3:14]. (2) Given the product [C:4]([C:3]1[CH:6]=[C:7]([N+:10]([O-:12])=[O:11])[CH:8]=[CH:9][C:2]=1[NH:1][C:13](=[O:14])[O:15][C:16]([CH3:19])([CH3:18])[CH3:17])#[N:5], predict the reactants needed to synthesize it. The reactants are: [NH2:1][C:2]1[CH:9]=[CH:8][C:7]([N+:10]([O-:12])=[O:11])=[CH:6][C:3]=1[C:4]#[N:5].[C:13](O[C:13]([O:15][C:16]([CH3:19])([CH3:18])[CH3:17])=[O:14])([O:15][C:16]([CH3:19])([CH3:18])[CH3:17])=[O:14].ClCCl. (3) Given the product [CH3:28][O:27][C:23]1[CH:22]=[C:21]([C:14]2[CH:13]=[N:12][C:11]3=[C:7]([N:4]4[CH2:5][CH2:6][O:1][CH2:2][CH2:3]4)[S:8][N:9]=[C:10]3[CH:15]=2)[CH:20]=[C:19]([O:18][CH3:17])[C:24]=1[O:25][CH3:26], predict the reactants needed to synthesize it. The reactants are: [O:1]1[CH2:6][CH2:5][N:4]([C:7]2[S:8][N:9]=[C:10]3[CH:15]=[C:14](Br)[CH:13]=[N:12][C:11]=23)[CH2:3][CH2:2]1.[CH3:17][O:18][C:19]1[CH:20]=[C:21](B(O)O)[CH:22]=[C:23]([O:27][CH3:28])[C:24]=1[O:25][CH3:26].C([O-])([O-])=O.[K+].[K+]. (4) Given the product [Cl:1][C:2]1[CH:3]=[C:4]([C:9]2([C:24]([F:27])([F:26])[F:25])[O:13][N:12]=[C:11]([C:14]3[CH:22]=[CH:21][C:17]([CH:18]=[O:36])=[C:16]([CH3:23])[CH:15]=3)[CH2:10]2)[CH:5]=[C:6]([Cl:8])[CH:7]=1, predict the reactants needed to synthesize it. The reactants are: [Cl:1][C:2]1[CH:3]=[C:4]([C:9]2([C:24]([F:27])([F:26])[F:25])[O:13][N:12]=[C:11]([C:14]3[CH:22]=[CH:21][C:17]([CH:18]=NO)=[C:16]([CH3:23])[CH:15]=3)[CH2:10]2)[CH:5]=[C:6]([Cl:8])[CH:7]=1.C([SiH](CC)CC)C.C(=O)([O-])[O-:36].[Na+].[Na+]. (5) Given the product [C:28]([O:27][C:25]([N:8]1[CH2:13][CH2:12][C:11](=[O:14])[C:10]([CH3:16])([CH3:15])[CH2:9]1)=[O:26])([CH3:29])([CH3:30])[CH3:31], predict the reactants needed to synthesize it. The reactants are: C([N:8]1[CH2:13][CH2:12][C:11](=[O:14])[C:10]([CH3:16])([CH3:15])[CH2:9]1)C1C=CC=CC=1.[C:25](O[C:25]([O:27][C:28]([CH3:31])([CH3:30])[CH3:29])=[O:26])([O:27][C:28]([CH3:31])([CH3:30])[CH3:29])=[O:26]. (6) The reactants are: C([O:4][C@H:5]([C:57]1[CH:62]=[CH:61][CH:60]=[CH:59][CH:58]=1)[C:6]([NH:8][C:9]1[CH:10]=[C:11]([C:27]2[CH:32]=[CH:31][CH:30]=[CH:29][C:28]=2[C:33]2[N:34]=[N:35][N:36]([C:38]([C:51]3[CH:56]=[CH:55][CH:54]=[CH:53][CH:52]=3)([C:45]3[CH:50]=[CH:49][CH:48]=[CH:47][CH:46]=3)[C:39]3[CH:44]=[CH:43][CH:42]=[CH:41][CH:40]=3)[N:37]=2)[CH:12]=[CH:13][C:14]=1[N:15]([CH2:20][C:21]1[CH:26]=[CH:25][CH:24]=[CH:23][CH:22]=1)[CH2:16][CH:17]([CH3:19])[CH3:18])=[O:7])(=O)C.C1COCC1.O.[OH-].[Li+].Cl. Given the product [CH2:20]([N:15]([CH2:16][CH:17]([CH3:19])[CH3:18])[C:14]1[CH:13]=[CH:12][C:11]([C:27]2[CH:32]=[CH:31][CH:30]=[CH:29][C:28]=2[C:33]2[N:34]=[N:35][N:36]([C:38]([C:39]3[CH:40]=[CH:41][CH:42]=[CH:43][CH:44]=3)([C:51]3[CH:52]=[CH:53][CH:54]=[CH:55][CH:56]=3)[C:45]3[CH:50]=[CH:49][CH:48]=[CH:47][CH:46]=3)[N:37]=2)=[CH:10][C:9]=1[NH:8][C:6](=[O:7])[C@H:5]([OH:4])[C:57]1[CH:58]=[CH:59][CH:60]=[CH:61][CH:62]=1)[C:21]1[CH:22]=[CH:23][CH:24]=[CH:25][CH:26]=1, predict the reactants needed to synthesize it. (7) The reactants are: [NH2:1][CH2:2][C:3]([C:12]1[CH:17]=[CH:16][CH:15]=[CH:14][CH:13]=1)([C:6]1[CH:11]=[CH:10][CH:9]=[CH:8][CH:7]=1)[CH2:4][OH:5].[CH3:18][C:19]([O:22][C:23](O[C:23]([O:22][C:19]([CH3:21])([CH3:20])[CH3:18])=[O:24])=[O:24])([CH3:21])[CH3:20]. Given the product [OH:5][CH2:4][C:3]([C:12]1[CH:17]=[CH:16][CH:15]=[CH:14][CH:13]=1)([C:6]1[CH:11]=[CH:10][CH:9]=[CH:8][CH:7]=1)[CH2:2][NH:1][C:23](=[O:24])[O:22][C:19]([CH3:21])([CH3:20])[CH3:18], predict the reactants needed to synthesize it. (8) Given the product [Cl:3][C:4]1[C:9]2[O:10][C:11]3[C:16]([C:17](=[O:18])[C:8]=2[CH:7]=[CH:6][N:5]=1)=[CH:15][C:14]([C:19]([OH:21])=[O:20])=[CH:13][CH:12]=3, predict the reactants needed to synthesize it. The reactants are: [OH-].[Na+].[Cl:3][C:4]1[C:9]2[O:10][C:11]3[C:16]([C:17](=[O:18])[C:8]=2[CH:7]=[CH:6][N:5]=1)=[CH:15][C:14]([C:19]([O:21]C)=[O:20])=[CH:13][CH:12]=3.O. (9) Given the product [Cl:14][C:15]1[CH:16]=[C:17]([N:18]([CH2:2][C:3]2[C:12]3[C:7](=[CH:8][CH:9]=[CH:10][CH:11]=3)[NH:6][C:5](=[O:13])[CH:4]=2)[C:27]([C:23]2[O:22][CH:26]=[CH:25][CH:24]=2)=[O:28])[CH:19]=[CH:20][CH:21]=1, predict the reactants needed to synthesize it. The reactants are: Br[CH2:2][C:3]1[C:12]2[C:7](=[CH:8][CH:9]=[CH:10][CH:11]=2)[NH:6][C:5](=[O:13])[CH:4]=1.[Cl:14][C:15]1[CH:16]=[C:17]([CH:19]=[CH:20][CH:21]=1)[NH2:18].[O:22]1[CH:26]=[CH:25][CH:24]=[C:23]1[C:27](Cl)=[O:28]. (10) Given the product [OH:14][CH2:13][CH2:12][C:6]([CH2:5][OH:4])([CH2:7][OH:8])[CH2:18][CH2:19][C:20]1([CH2:26][CH2:27][N:28]2[CH2:29][CH2:30][CH:31]([N:34]([C:42]3[CH:43]=[CH:44][C:45]([CH3:48])=[CH:46][CH:47]=3)[C:35]([C:37]3[O:38][CH:39]=[CH:40][CH:41]=3)=[O:36])[CH2:32][CH2:33]2)[CH2:21][CH2:22][CH2:23][CH2:24][CH2:25]1, predict the reactants needed to synthesize it. The reactants are: C([O:4][CH2:5][C:6]([CH2:18][CH2:19][C:20]1([CH2:26][CH2:27][N:28]2[CH2:33][CH2:32][CH:31]([N:34]([C:42]3[CH:47]=[CH:46][C:45]([CH3:48])=[CH:44][CH:43]=3)[C:35]([C:37]3[O:38][CH:39]=[CH:40][CH:41]=3)=[O:36])[CH2:30][CH2:29]2)[CH2:25][CH2:24][CH2:23][CH2:22][CH2:21]1)([CH2:12][CH2:13][O:14]C(=O)C)[CH2:7][O:8]C(=O)C)(=O)C.C(=O)([O-])[O-].[K+].[K+].